Dataset: Protein-peptide binding for MDM2, ACE2, and 12ca5 with 34 validated binders. Task: Binary Classification. Given protein and peptide amino acid sequences, predict whether they interact or not. (1) The protein target is MDM2 with sequence MCNTNMSVPTDGAVTTSQIPASEQETLVRPKPLLLKLLKSVGAQKDTYTMKEVLFYLGQYIMTKRLYDEKQQHIVYCSNDLLGDLFGVPSFSVKEHRKIYTMIYRNLVVVNQQESSDSGTSVSENRCHLEGGSDQKDLVQELQEEKPSSSHLVSRPSTSSRRRAISETEENSDELSGERQRKRHKSDSISLSFDESLALCVIREICCERSSSSESTGTPSNPDLDAGVSEHSGDWLDQDSVSDQFSVEFEVESLDSEDYSLSEEGQELSDEDDEVYQVTVYQAGESDTDSFEEDPEISLADYWKCTSCNEMNPPLPSHCNRCWALRENWLPEDKGKDKGEISEKAKLENSTQAEEGFDVPDCKKTIVNDSRESCVEENDDKITQASQSQESEDYSQPSTSSSIIYSSQEDVKEFEREETQDKEESVESSLPLNAIEPCVICQGRPKNGCIVHGKTGHLMACFTCAKKLKKRNKPCPVCRQPIQMIVLTYFP. The peptide is AAAAAYWNLLAPK. (2) The protein target is ACE2 with sequence MSSSSWLLLSLVAVTAAQSTIEEQAKTFLDKFNHEAEDLFYQSSLASWNYNTNITEENVQNMNNAGDKWSAFLKEQSTLAQMYPLQEIQNLTVKLQLQALQQNGSSVLSEDKSKRLNTILNTMSTIYSTGKVCNPDNPQECLLLEPGLNEIMANSLDYNERLWAWESWRSEVGKQLRPLYEEYVVLKNEMARANHYEDYGDYWRGDYEVNGVDGYDYSRGQLIEDVEHTFEEIKPLYEHLHAYVRAKLMNAYPSYISPIGCLPAHLLGDMWGRFWTNLYSLTVPFGQKPNIDVTDAMVDQAWDAQRIFKEAEKFFVSVGLPNMTQGFWENSMLTDPGNVQKAVCHPTAWDLGKGDFRILMCTKVTMDDFLTAHHEMGHIQYDMAYAAQPFLLRNGANEGFHEAVGEIMSLSAATPKHLKSIGLLSPDFQEDNETEINFLLKQALTIVGTLPFTYMLEKWRWMVFKGEIPKDQWMKKWWEMKREIVGVVEPVPHDETYCDP.... The peptide is LDFKQMSGWLHSK. (3) The protein target is MDM2 with sequence MCNTNMSVPTDGAVTTSQIPASEQETLVRPKPLLLKLLKSVGAQKDTYTMKEVLFYLGQYIMTKRLYDEKQQHIVYCSNDLLGDLFGVPSFSVKEHRKIYTMIYRNLVVVNQQESSDSGTSVSENRCHLEGGSDQKDLVQELQEEKPSSSHLVSRPSTSSRRRAISETEENSDELSGERQRKRHKSDSISLSFDESLALCVIREICCERSSSSESTGTPSNPDLDAGVSEHSGDWLDQDSVSDQFSVEFEVESLDSEDYSLSEEGQELSDEDDEVYQVTVYQAGESDTDSFEEDPEISLADYWKCTSCNEMNPPLPSHCNRCWALRENWLPEDKGKDKGEISEKAKLENSTQAEEGFDVPDCKKTIVNDSRESCVEENDDKITQASQSQESEDYSQPSTSSSIIYSSQEDVKEFEREETQDKEESVESSLPLNAIEPCVICQGRPKNGCIVHGKTGHLMACFTCAKKLKKRNKPCPVCRQPIQMIVLTYFP. The peptide is LTFEHYTAQWTSK. (4) The protein target is MDM2 with sequence MCNTNMSVPTDGAVTTSQIPASEQETLVRPKPLLLKLLKSVGAQKDTYTMKEVLFYLGQYIMTKRLYDEKQQHIVYCSNDLLGDLFGVPSFSVKEHRKIYTMIYRNLVVVNQQESSDSGTSVSENRCHLEGGSDQKDLVQELQEEKPSSSHLVSRPSTSSRRRAISETEENSDELSGERQRKRHKSDSISLSFDESLALCVIREICCERSSSSESTGTPSNPDLDAGVSEHSGDWLDQDSVSDQFSVEFEVESLDSEDYSLSEEGQELSDEDDEVYQVTVYQAGESDTDSFEEDPEISLADYWKCTSCNEMNPPLPSHCNRCWALRENWLPEDKGKDKGEISEKAKLENSTQAEEGFDVPDCKKTIVNDSRESCVEENDDKITQASQSQESEDYSQPSTSSSIIYSSQEDVKEFEREETQDKEESVESSLPLNAIEPCVICQGRPKNGCIVHGKTGHLMACFTCAKKLKKRNKPCPVCRQPIQMIVLTYFP. The peptide is AAFAAAWALLSAK. (5) The protein target is MDM2 with sequence MCNTNMSVPTDGAVTTSQIPASEQETLVRPKPLLLKLLKSVGAQKDTYTMKEVLFYLGQYIMTKRLYDEKQQHIVYCSNDLLGDLFGVPSFSVKEHRKIYTMIYRNLVVVNQQESSDSGTSVSENRCHLEGGSDQKDLVQELQEEKPSSSHLVSRPSTSSRRRAISETEENSDELSGERQRKRHKSDSISLSFDESLALCVIREICCERSSSSESTGTPSNPDLDAGVSEHSGDWLDQDSVSDQFSVEFEVESLDSEDYSLSEEGQELSDEDDEVYQVTVYQAGESDTDSFEEDPEISLADYWKCTSCNEMNPPLPSHCNRCWALRENWLPEDKGKDKGEISEKAKLENSTQAEEGFDVPDCKKTIVNDSRESCVEENDDKITQASQSQESEDYSQPSTSSSIIYSSQEDVKEFEREETQDKEESVESSLPLNAIEPCVICQGRPKNGCIVHGKTGHLMACFTCAKKLKKRNKPCPVCRQPIQMIVLTYFP. The peptide is ASFAEYWAALSAK. (6) The protein target is ACE2 with sequence MSSSSWLLLSLVAVTAAQSTIEEQAKTFLDKFNHEAEDLFYQSSLASWNYNTNITEENVQNMNNAGDKWSAFLKEQSTLAQMYPLQEIQNLTVKLQLQALQQNGSSVLSEDKSKRLNTILNTMSTIYSTGKVCNPDNPQECLLLEPGLNEIMANSLDYNERLWAWESWRSEVGKQLRPLYEEYVVLKNEMARANHYEDYGDYWRGDYEVNGVDGYDYSRGQLIEDVEHTFEEIKPLYEHLHAYVRAKLMNAYPSYISPIGCLPAHLLGDMWGRFWTNLYSLTVPFGQKPNIDVTDAMVDQAWDAQRIFKEAEKFFVSVGLPNMTQGFWENSMLTDPGNVQKAVCHPTAWDLGKGDFRILMCTKVTMDDFLTAHHEMGHIQYDMAYAAQPFLLRNGANEGFHEAVGEIMSLSAATPKHLKSIGLLSPDFQEDNETEINFLLKQALTIVGTLPFTYMLEKWRWMVFKGEIPKDQWMKKWWEMKREIVGVVEPVPHDETYCDP.... The peptide is QLFSWWTTQYAYK. (7) The protein target is MDM2 with sequence MCNTNMSVPTDGAVTTSQIPASEQETLVRPKPLLLKLLKSVGAQKDTYTMKEVLFYLGQYIMTKRLYDEKQQHIVYCSNDLLGDLFGVPSFSVKEHRKIYTMIYRNLVVVNQQESSDSGTSVSENRCHLEGGSDQKDLVQELQEEKPSSSHLVSRPSTSSRRRAISETEENSDELSGERQRKRHKSDSISLSFDESLALCVIREICCERSSSSESTGTPSNPDLDAGVSEHSGDWLDQDSVSDQFSVEFEVESLDSEDYSLSEEGQELSDEDDEVYQVTVYQAGESDTDSFEEDPEISLADYWKCTSCNEMNPPLPSHCNRCWALRENWLPEDKGKDKGEISEKAKLENSTQAEEGFDVPDCKKTIVNDSRESCVEENDDKITQASQSQESEDYSQPSTSSSIIYSSQEDVKEFEREETQDKEESVESSLPLNAIEPCVICQGRPKNGCIVHGKTGHLMACFTCAKKLKKRNKPCPVCRQPIQMIVLTYFP. The peptide is AAAAEYWAALAAK. (8) The protein target is MDM2 with sequence MCNTNMSVPTDGAVTTSQIPASEQETLVRPKPLLLKLLKSVGAQKDTYTMKEVLFYLGQYIMTKRLYDEKQQHIVYCSNDLLGDLFGVPSFSVKEHRKIYTMIYRNLVVVNQQESSDSGTSVSENRCHLEGGSDQKDLVQELQEEKPSSSHLVSRPSTSSRRRAISETEENSDELSGERQRKRHKSDSISLSFDESLALCVIREICCERSSSSESTGTPSNPDLDAGVSEHSGDWLDQDSVSDQFSVEFEVESLDSEDYSLSEEGQELSDEDDEVYQVTVYQAGESDTDSFEEDPEISLADYWKCTSCNEMNPPLPSHCNRCWALRENWLPEDKGKDKGEISEKAKLENSTQAEEGFDVPDCKKTIVNDSRESCVEENDDKITQASQSQESEDYSQPSTSSSIIYSSQEDVKEFEREETQDKEESVESSLPLNAIEPCVICQGRPKNGCIVHGKTGHLMACFTCAKKLKKRNKPCPVCRQPIQMIVLTYFP. The peptide is TAFAAAWAALAPK. (9) The protein target is MDM2 with sequence MCNTNMSVPTDGAVTTSQIPASEQETLVRPKPLLLKLLKSVGAQKDTYTMKEVLFYLGQYIMTKRLYDEKQQHIVYCSNDLLGDLFGVPSFSVKEHRKIYTMIYRNLVVVNQQESSDSGTSVSENRCHLEGGSDQKDLVQELQEEKPSSSHLVSRPSTSSRRRAISETEENSDELSGERQRKRHKSDSISLSFDESLALCVIREICCERSSSSESTGTPSNPDLDAGVSEHSGDWLDQDSVSDQFSVEFEVESLDSEDYSLSEEGQELSDEDDEVYQVTVYQAGESDTDSFEEDPEISLADYWKCTSCNEMNPPLPSHCNRCWALRENWLPEDKGKDKGEISEKAKLENSTQAEEGFDVPDCKKTIVNDSRESCVEENDDKITQASQSQESEDYSQPSTSSSIIYSSQEDVKEFEREETQDKEESVESSLPLNAIEPCVICQGRPKNGCIVHGKTGHLMACFTCAKKLKKRNKPCPVCRQPIQMIVLTYFP. The peptide is ASFAEYWAAASPK.